From a dataset of Catalyst prediction with 721,799 reactions and 888 catalyst types from USPTO. Predict which catalyst facilitates the given reaction. (1) Reactant: C(OC([N:8]1[CH2:12][C@@H:11]([CH2:13][NH:14][C:15]2[CH:20]=[CH:19][CH:18]=[CH:17][CH:16]=2)[C@H:10]([CH2:21][N:22]([CH:39]([CH3:41])[CH3:40])[C:23](=[O:38])[C:24]2[CH:29]=[CH:28][C:27]([O:30][CH3:31])=[C:26]([O:32][CH2:33][CH2:34][CH2:35][O:36][CH3:37])[CH:25]=2)[CH2:9]1)=O)(C)(C)C.C(O)(C(F)(F)F)=O.C([O-])(O)=O.[Na+]. Product: [CH:39]([N:22]([CH2:21][C@H:10]1[C@H:11]([CH2:13][NH:14][C:15]2[CH:20]=[CH:19][CH:18]=[CH:17][CH:16]=2)[CH2:12][NH:8][CH2:9]1)[C:23](=[O:38])[C:24]1[CH:29]=[CH:28][C:27]([O:30][CH3:31])=[C:26]([O:32][CH2:33][CH2:34][CH2:35][O:36][CH3:37])[CH:25]=1)([CH3:41])[CH3:40]. The catalyst class is: 2. (2) Reactant: [CH3:1][O:2][C:3]1[CH:4]=[C:5]([CH2:13][C:14](Cl)=[O:15])[CH:6]=[C:7]([O:11][CH3:12])[C:8]=1[O:9][CH3:10].[NH2:17][C:18]1[S:19][C:20]2[CH:26]=[C:25]([O:27][C:28]([F:31])([F:30])[F:29])[CH:24]=[CH:23][C:21]=2[N:22]=1. Product: [F:31][C:28]([F:29])([F:30])[O:27][C:25]1[CH:24]=[CH:23][C:21]2[N:22]=[C:18]([NH:17][C:14](=[O:15])[CH2:13][C:5]3[CH:4]=[C:3]([O:2][CH3:1])[C:8]([O:9][CH3:10])=[C:7]([O:11][CH3:12])[CH:6]=3)[S:19][C:20]=2[CH:26]=1. The catalyst class is: 1. (3) Reactant: Cl[C:2]1[N:7]=[C:6]([O:8][C:9]2[CH:35]=[CH:34][CH:33]=[CH:32][C:10]=2[CH2:11][NH:12][C:13]([NH:15][C:16]2[O:20][C:19]([C:21]([CH3:24])([CH3:23])[CH3:22])=[N:18][C:17]=2[C:25]2[CH:30]=[CH:29][C:28]([CH3:31])=[CH:27][CH:26]=2)=[O:14])[CH:5]=[CH:4][N:3]=1.[NH:36]1[CH2:41][CH2:40][O:39][CH2:38][CH2:37]1. Product: [O:39]1[CH2:40][CH2:41][N:36]([C:2]2[N:7]=[C:6]([O:8][C:9]3[CH:35]=[CH:34][CH:33]=[CH:32][C:10]=3[CH2:11][NH:12][C:13]([NH:15][C:16]3[O:20][C:19]([C:21]([CH3:23])([CH3:22])[CH3:24])=[N:18][C:17]=3[C:25]3[CH:26]=[CH:27][C:28]([CH3:31])=[CH:29][CH:30]=3)=[O:14])[CH:5]=[CH:4][N:3]=2)[CH2:37][CH2:38]1. The catalyst class is: 8. (4) Reactant: [CH3:1][CH:2]([CH2:40][CH3:41])[CH:3]([C:20]1[CH:25]=[CH:24][C:23]([CH2:26][N:27]2[C:32](=[O:33])[CH2:31][O:30][C:29]([C:34]3[CH:39]=[CH:38][CH:37]=[CH:36][CH:35]=3)=[N:28]2)=[CH:22][CH:21]=1)[C:4]([NH:6][C:7]1[CH:15]=[CH:14][CH:13]=[C:12]2[C:8]=1[CH2:9][CH:10]([C:16]([O:18]C)=[O:17])[CH2:11]2)=[O:5].[OH-].[Na+]. Product: [CH3:1][CH:2]([CH2:40][CH3:41])[CH:3]([C:20]1[CH:25]=[CH:24][C:23]([CH2:26][N:27]2[C:32](=[O:33])[CH2:31][O:30][C:29]([C:34]3[CH:35]=[CH:36][CH:37]=[CH:38][CH:39]=3)=[N:28]2)=[CH:22][CH:21]=1)[C:4]([NH:6][C:7]1[CH:15]=[CH:14][CH:13]=[C:12]2[C:8]=1[CH2:9][CH:10]([C:16]([OH:18])=[O:17])[CH2:11]2)=[O:5]. The catalyst class is: 1. (5) Reactant: [C:1]1([C:30]2[CH:35]=[CH:34][CH:33]=[CH:32][CH:31]=2)[CH:6]=[CH:5][CH:4]=[CH:3][C:2]=1[NH:7][C:8]([O:10][CH:11]1[CH2:16][CH2:15][N:14]([CH2:17][CH2:18][C:19]([N:21]([CH3:29])[CH2:22][CH2:23][CH2:24][CH2:25]C(O)=O)=[O:20])[CH2:13][CH2:12]1)=[O:9].[NH2:36][C:37]1[C:42]([CH3:43])=[CH:41][C:40]([CH2:44][OH:45])=[C:39]([CH3:46])[CH:38]=1.C(N(CC)C(C)C)(C)C.Cl.CN(C)CCCN=C=NCC.C(=O)(O)[O-:69].[Na+]. Product: [OH:45][CH2:44][C:40]1[C:39]([CH3:46])=[CH:38][C:37]([NH:36][C:25]([CH2:24][CH2:23][CH2:22][N:21]([CH3:29])[C:19]([CH2:18][CH2:17][N:14]2[CH2:13][CH2:12][CH:11]([O:10][C:8](=[O:9])[NH:7][C:2]3[CH:3]=[CH:4][CH:5]=[CH:6][C:1]=3[C:30]3[CH:35]=[CH:34][CH:33]=[CH:32][CH:31]=3)[CH2:16][CH2:15]2)=[O:20])=[O:69])=[C:42]([CH3:43])[CH:41]=1. The catalyst class is: 2.